Dataset: Forward reaction prediction with 1.9M reactions from USPTO patents (1976-2016). Task: Predict the product of the given reaction. Given the reactants [CH3:1][C:2]1([CH3:31])[C:10]2[C:5](=[CH:6][C:7]([C:11]#[C:12][C:13]3[CH:23]=[CH:22][C:16]([C:17]([O:19]CC)=[O:18])=[CH:15][CH:14]=3)=[CH:8][CH:9]=2)[C:4]([C:24]2[CH:29]=[CH:28][C:27]([CH3:30])=[CH:26][CH:25]=2)=[CH:3]1.O[Li].O, predict the reaction product. The product is: [CH3:1][C:2]1([CH3:31])[C:10]2[C:5](=[CH:6][C:7]([C:11]#[C:12][C:13]3[CH:23]=[CH:22][C:16]([C:17]([OH:19])=[O:18])=[CH:15][CH:14]=3)=[CH:8][CH:9]=2)[C:4]([C:24]2[CH:25]=[CH:26][C:27]([CH3:30])=[CH:28][CH:29]=2)=[CH:3]1.